From a dataset of Forward reaction prediction with 1.9M reactions from USPTO patents (1976-2016). Predict the product of the given reaction. (1) The product is: [Cl:22][C:2]1[C:11]2[C:6](=[C:7]([F:14])[C:8]([F:13])=[C:9]([F:12])[CH:10]=2)[N:5]=[CH:4][C:3]=1[C:15]([O:17][CH2:18][CH3:19])=[O:16]. Given the reactants O[C:2]1[C:11]2[C:6](=[C:7]([F:14])[C:8]([F:13])=[C:9]([F:12])[CH:10]=2)[N:5]=[CH:4][C:3]=1[C:15]([O:17][CH2:18][CH3:19])=[O:16].O=P(Cl)(Cl)[Cl:22], predict the reaction product. (2) Given the reactants [C@H:1]1([NH:10][C:11]([N:13]2[C:21](=[O:22])[C:20]3[C:15](=[N:16][C:17]([Cl:24])=[CH:18][C:19]=3[CH3:23])[NH:14]2)=[O:12])[C:9]2[C:4](=[CH:5][CH:6]=[CH:7][CH:8]=2)[CH2:3][CH2:2]1.IC.[CH2:27](N(CC)CC)C, predict the reaction product. The product is: [C@H:1]1([NH:10][C:11]([N:13]2[C:21](=[O:22])[C:20]3[C:15](=[N:16][C:17]([Cl:24])=[CH:18][C:19]=3[CH3:23])[N:14]2[CH3:27])=[O:12])[C:9]2[C:4](=[CH:5][CH:6]=[CH:7][CH:8]=2)[CH2:3][CH2:2]1. (3) Given the reactants Br[C:2]1[CH:33]=[C:32]([F:34])[C:5]([CH2:6][S:7][C:8]2[N:9]([C:25]3[CH:30]=[CH:29][C:28]([F:31])=[CH:27][CH:26]=3)[C:10]([C:13]([C:16]3[CH:21]=[CH:20][C:19]([Cl:22])=[C:18]([O:23][CH3:24])[CH:17]=3)([CH3:15])[CH3:14])=[CH:11][N:12]=2)=[C:4]([F:35])[CH:3]=1.[CH2:36]([OH:39])[C:37]#[CH:38].N1CCCC1, predict the reaction product. The product is: [Cl:22][C:19]1[CH:20]=[CH:21][C:16]([C:13]([C:10]2[N:9]([C:25]3[CH:30]=[CH:29][C:28]([F:31])=[CH:27][CH:26]=3)[C:8]([S:7][CH2:6][C:5]3[C:32]([F:34])=[CH:33][C:2]([C:38]#[C:37][CH2:36][OH:39])=[CH:3][C:4]=3[F:35])=[N:12][CH:11]=2)([CH3:15])[CH3:14])=[CH:17][C:18]=1[O:23][CH3:24]. (4) Given the reactants [C:1]([O:4][C:5]1[CH:13]=[CH:12][C:8]([C:9](O)=[O:10])=[CH:7][CH:6]=1)(=[O:3])[CH3:2].C(Cl)(=O)C([Cl:17])=O.CN(C)C=O, predict the reaction product. The product is: [C:1]([O:4][C:5]1[CH:13]=[CH:12][C:8]([C:9]([Cl:17])=[O:10])=[CH:7][CH:6]=1)(=[O:3])[CH3:2]. (5) The product is: [C:11]([C:10]1[CH:14]=[CH:15][C:7]([N:6]([CH2:5][C:4]2[CH:37]=[CH:38][CH:39]=[C:2]([Cl:1])[CH:3]=2)[CH:16]2[CH2:17][CH2:18][N:19]([CH:22]([CH3:36])[CH2:23][CH2:24][NH:25][C:26](=[O:35])[C:27]3[C:28]([CH3:34])=[CH:29][CH:30]=[CH:31][C:32]=3[CH3:33])[CH2:20][CH2:21]2)=[CH:8][CH:9]=1)(=[O:13])[NH2:40]. Given the reactants [Cl:1][C:2]1[CH:3]=[C:4]([CH:37]=[CH:38][CH:39]=1)[CH2:5][N:6]([CH:16]1[CH2:21][CH2:20][N:19]([CH:22]([CH3:36])[CH2:23][CH2:24][NH:25][C:26](=[O:35])[C:27]2[C:32]([CH3:33])=[CH:31][CH:30]=[CH:29][C:28]=2[CH3:34])[CH2:18][CH2:17]1)[C:7]1[CH:15]=[CH:14][C:10]([C:11]([OH:13])=O)=[CH:9][CH:8]=1.[NH4+:40].[Cl-], predict the reaction product. (6) Given the reactants CC1(C)[O:6][C:5](=[CH:7][C:8]([N:10]([CH2:13][C:14]2[CH:19]=[CH:18][C:17]([F:20])=[CH:16][CH:15]=2)[O:11][CH3:12])=[O:9])[C:4](=[O:21])O1.[CH2:23]([C:30]1([S:33]([NH2:36])(=[O:35])=[O:34])[CH2:32][CH2:31]1)[C:24]1[CH:29]=[CH:28][CH:27]=[CH:26][CH:25]=1, predict the reaction product. The product is: [F:20][C:17]1[CH:16]=[CH:15][C:14]([CH2:13][N:10]([O:11][CH3:12])[C:8](=[O:9])[CH:7]=[C:5]([OH:6])[C:4]([NH:36][S:33]([C:30]2([CH2:23][C:24]3[CH:29]=[CH:28][CH:27]=[CH:26][CH:25]=3)[CH2:32][CH2:31]2)(=[O:34])=[O:35])=[O:21])=[CH:19][CH:18]=1. (7) Given the reactants [Br:1][C:2]1[S:3][C:4]([C:7]([OH:9])=O)=[CH:5][N:6]=1.C(N(C(C)C)CC)(C)C.CN(C(ON1N=NC2C=CC=NC1=2)=[N+](C)C)C.F[P-](F)(F)(F)(F)F.CN(C)C=O.[CH3:48][O:49][C:50]1[CH:51]=[C:52]([C@H:56]([NH2:58])[CH3:57])[CH:53]=[CH:54][CH:55]=1, predict the reaction product. The product is: [Br:1][C:2]1[S:3][C:4]([C:7]([NH:58][C@@H:56]([C:52]2[CH:53]=[CH:54][CH:55]=[C:50]([O:49][CH3:48])[CH:51]=2)[CH3:57])=[O:9])=[CH:5][N:6]=1. (8) Given the reactants [Cl:1][C:2]1[C:3]([O:12][C:13]2[CH:18]=[C:17]([O:19][CH2:20][CH2:21][O:22][CH3:23])[CH:16]=[CH:15][C:14]=2/[CH:24]=[CH:25]/[C:26](O)=[O:27])=[N:4][CH:5]=[C:6]([C:8]([F:11])([F:10])[F:9])[CH:7]=1.Cl.C(N=C=NCCCN(C)C)C.[C:41]1([S:47]([NH2:50])(=[O:49])=[O:48])[CH:46]=[CH:45][CH:44]=[CH:43][CH:42]=1.Cl, predict the reaction product. The product is: [Cl:1][C:2]1[C:3]([O:12][C:13]2[CH:18]=[C:17]([O:19][CH2:20][CH2:21][O:22][CH3:23])[CH:16]=[CH:15][C:14]=2/[CH:24]=[CH:25]/[C:26]([NH:50][S:47]([C:41]2[CH:46]=[CH:45][CH:44]=[CH:43][CH:42]=2)(=[O:49])=[O:48])=[O:27])=[N:4][CH:5]=[C:6]([C:8]([F:9])([F:11])[F:10])[CH:7]=1. (9) Given the reactants [BH4-].[Na+].O1C2C=CC(CN(CC3C=CC4OCOC=4C=3)[CH2:14][C:15]3[N:16]([CH2:27][CH2:28][CH2:29][CH3:30])[C:17]([C:21]4[CH:26]=[CH:25][CH:24]=[CH:23][CH:22]=4)=[N:18][C:19]=3Br)=CC=2OC1.C[OH:42], predict the reaction product. The product is: [CH2:27]([N:16]1[C:15]([CH2:14][OH:42])=[CH:19][N:18]=[C:17]1[C:21]1[CH:26]=[CH:25][CH:24]=[CH:23][CH:22]=1)[CH2:28][CH2:29][CH3:30].